Dataset: Forward reaction prediction with 1.9M reactions from USPTO patents (1976-2016). Task: Predict the product of the given reaction. Given the reactants [Cl-].[CH3:2][O:3][CH2:4][P+](C1C=CC=CC=1)(C1C=CC=CC=1)C1C=CC=CC=1.CC([O-])(C)C.[K+].[CH:30]([C:32]1[CH:41]=[CH:40][C:35]([C:36]([O:38][CH3:39])=[O:37])=[CH:34][CH:33]=1)=O, predict the reaction product. The product is: [CH3:2][O:3]/[CH:4]=[CH:30]/[C:32]1[CH:41]=[CH:40][C:35]([C:36]([O:38][CH3:39])=[O:37])=[CH:34][CH:33]=1.